Dataset: CYP2C9 inhibition data for predicting drug metabolism from PubChem BioAssay. Task: Regression/Classification. Given a drug SMILES string, predict its absorption, distribution, metabolism, or excretion properties. Task type varies by dataset: regression for continuous measurements (e.g., permeability, clearance, half-life) or binary classification for categorical outcomes (e.g., BBB penetration, CYP inhibition). Dataset: cyp2c9_veith. The molecule is O=C(NCc1ccco1)c1ccc(N2CCCC2=O)cc1. The result is 0 (non-inhibitor).